This data is from Catalyst prediction with 721,799 reactions and 888 catalyst types from USPTO. The task is: Predict which catalyst facilitates the given reaction. Reactant: [CH2:1]([C:3]1[C:4]([NH:11][C@H:12]2[C@@H:16]([OH:17])[CH2:15][N:14]([C:18]([O:20][CH2:21][C:22]3[CH:27]=[CH:26][CH:25]=[CH:24][CH:23]=3)=[O:19])[CH2:13]2)=[N:5][C:6]([CH2:9][CH3:10])=[CH:7][N:8]=1)[CH3:2].[H-].[Na+].I[CH2:31][CH3:32]. Product: [CH2:1]([C:3]1[C:4]([NH:11][C@H:12]2[C@@H:16]([O:17][CH2:31][CH3:32])[CH2:15][N:14]([C:18]([O:20][CH2:21][C:22]3[CH:27]=[CH:26][CH:25]=[CH:24][CH:23]=3)=[O:19])[CH2:13]2)=[N:5][C:6]([CH2:9][CH3:10])=[CH:7][N:8]=1)[CH3:2]. The catalyst class is: 3.